This data is from Catalyst prediction with 721,799 reactions and 888 catalyst types from USPTO. The task is: Predict which catalyst facilitates the given reaction. (1) Reactant: Br[C:2]1[CH:7]=[CH:6][C:5]([N:8]2[C:12](=[O:13])[NH:11][N:10]=[C:9]2[CH2:14][C@@H:15]2[CH2:19][CH2:18][N:17]([C:20]([O:22][C:23]([CH3:26])([CH3:25])[CH3:24])=[O:21])[CH2:16]2)=[CH:4][CH:3]=1.CC1(C)C(C)(C)OB([C:35]2[CH:36]=[CH:37][C:38]3[O:42][CH:41]=[CH:40][C:39]=3[CH:43]=2)O1.C(=O)(O)[O-].[Na+]. Product: [O:42]1[C:38]2[CH:37]=[CH:36][C:35]([C:2]3[CH:7]=[CH:6][C:5]([N:8]4[C:12](=[O:13])[NH:11][N:10]=[C:9]4[CH2:14][C@@H:15]4[CH2:19][CH2:18][N:17]([C:20]([O:22][C:23]([CH3:26])([CH3:25])[CH3:24])=[O:21])[CH2:16]4)=[CH:4][CH:3]=3)=[CH:43][C:39]=2[CH:40]=[CH:41]1. The catalyst class is: 708. (2) The catalyst class is: 1. Product: [OH:38][C:39]1([C@@H:35]([CH3:36])[C:34](=[O:37])[N:29]2[C@@H:28]([CH2:21][C:22]3[CH:23]=[CH:24][CH:25]=[CH:26][CH:27]=3)[CH2:32][O:31][C:30]2=[O:33])[CH2:42][N:41]([C:43]([O:45][CH2:46][C:47]2[CH:52]=[CH:51][CH:50]=[CH:49][CH:48]=2)=[O:44])[CH2:40]1. Reactant: C(NC(C)C)(C)C.C([Li])CCC.C([N-]C(C)C)(C)C.[Li+].[CH2:21]([C@H:28]1[CH2:32][O:31][C:30](=[O:33])[N:29]1[C:34](=[O:37])[CH2:35][CH3:36])[C:22]1[CH:27]=[CH:26][CH:25]=[CH:24][CH:23]=1.[O:38]=[C:39]1[CH2:42][N:41]([C:43]([O:45][CH2:46][C:47]2[CH:52]=[CH:51][CH:50]=[CH:49][CH:48]=2)=[O:44])[CH2:40]1. (3) Reactant: [CH3:13][C:12]([O:11][C:9](O[C:9]([O:11][C:12]([CH3:15])([CH3:14])[CH3:13])=[O:10])=[O:10])([CH3:15])[CH3:14].Br.[Br:17][CH2:18][CH2:19][CH2:20][NH2:21].C(N(CC)CC)C. Product: [Br:17][CH2:18][CH2:19][CH2:20][NH:21][C:9](=[O:10])[O:11][C:12]([CH3:13])([CH3:14])[CH3:15]. The catalyst class is: 4. (4) Reactant: [CH:1]1([CH:7]([NH:19][C:20]2[CH:25]=[CH:24][C:23]([C:26]([N:28]([CH3:36])[CH2:29][CH2:30][C:31]([O:33]CC)=[O:32])=[O:27])=[CH:22][CH:21]=2)[C:8]2[O:9][C:10]3[CH:17]=[CH:16][C:15]([CH3:18])=[CH:14][C:11]=3[C:12]=2[CH3:13])[CH2:6][CH2:5][CH2:4][CH2:3][CH2:2]1.O1CCCC1.[OH-].[Na+]. Product: [CH:1]1([CH:7]([NH:19][C:20]2[CH:25]=[CH:24][C:23]([C:26]([N:28]([CH3:36])[CH2:29][CH2:30][C:31]([OH:33])=[O:32])=[O:27])=[CH:22][CH:21]=2)[C:8]2[O:9][C:10]3[CH:17]=[CH:16][C:15]([CH3:18])=[CH:14][C:11]=3[C:12]=2[CH3:13])[CH2:6][CH2:5][CH2:4][CH2:3][CH2:2]1. The catalyst class is: 8. (5) Reactant: [NH2:1][CH2:2][C@@H:3]1[O:7][C:6](=[O:8])[N:5]([C:9]2[CH:14]=[CH:13][C:12]([F:15])=[C:11]([F:16])[CH:10]=2)[CH2:4]1.[C:17](OC(=O)C)(=[O:19])[CH3:18]. Product: [F:16][C:11]1[CH:10]=[C:9]([N:5]2[CH2:4][C@H:3]([CH2:2][NH:1][C:17](=[O:19])[CH3:18])[O:7][C:6]2=[O:8])[CH:14]=[CH:13][C:12]=1[F:15]. The catalyst class is: 4. (6) Reactant: [C:1]([O:5][C:6]([N:8]1[CH2:13][CH2:12][C:11]([C:17]#[N:18])([C:14](O)=[O:15])[CH2:10][CH2:9]1)=[O:7])([CH3:4])([CH3:3])[CH3:2].C([N:21](CC)CC)C.ClC(OCC(C)C)=O.N. Product: [C:1]([O:5][C:6]([N:8]1[CH2:13][CH2:12][C:11]([C:17]#[N:18])([C:14]([NH2:21])=[O:15])[CH2:10][CH2:9]1)=[O:7])([CH3:4])([CH3:3])[CH3:2]. The catalyst class is: 46. (7) Reactant: [Cl:1][C:2]1[C:3]2[C:10]([I:11])=[CH:9][NH:8][C:4]=2[N:5]=[CH:6][N:7]=1.[C:12]([O:16][C:17](=[O:26])[NH:18][C@H:19]1[CH2:24][CH2:23][C@H:22](O)[CH2:21][CH2:20]1)([CH3:15])([CH3:14])[CH3:13].CC(OC(/N=N/C(OC(C)C)=O)=O)C. Product: [C:12]([O:16][C:17](=[O:26])[NH:18][C@H:19]1[CH2:20][CH2:21][C@@H:22]([N:8]2[C:4]3[N:5]=[CH:6][N:7]=[C:2]([Cl:1])[C:3]=3[C:10]([I:11])=[CH:9]2)[CH2:23][CH2:24]1)([CH3:15])([CH3:13])[CH3:14]. The catalyst class is: 1. (8) Reactant: [CH3:1][N:2]([CH2:12][C@@H:13]([NH:22]C(=O)OC(C)(C)C)[CH2:14][CH:15]1[CH2:20][CH2:19][CH:18](C)[CH2:17][CH2:16]1)[C:3]([O:5][CH2:6][CH2:7][Si:8]([CH3:11])([CH3:10])[CH3:9])=[O:4].[H][H].[CH3:32]O. Product: [NH2:22][CH:13]([CH2:14][C:15]1([CH3:32])[CH2:16][CH2:17][CH2:18][CH2:19][CH2:20]1)[CH2:12][N:2]([CH3:1])[C:3](=[O:4])[O:5][CH2:6][CH2:7][Si:8]([CH3:9])([CH3:10])[CH3:11]. The catalyst class is: 45. (9) Reactant: Br[C:2]1[CH:3]=[C:4]2[C:9](=[CH:10][CH:11]=1)[N:8]=[C:7]([NH:12][CH2:13][C:14]1[CH:19]=[CH:18][CH:17]=[CH:16][C:15]=1[O:20][CH3:21])[CH:6]=[CH:5]2.[NH2:22][C:23]1[N:28]=[CH:27][CH:26]=[CH:25][N:24]=1.[Na].CCSC(N(CC(C)C)CC(C)C)=O. Product: [CH3:21][O:20][C:15]1[CH:16]=[CH:17][CH:18]=[CH:19][C:14]=1[CH2:13][NH:12][C:7]1[CH:6]=[CH:5][C:4]2[C:9](=[CH:10][CH:11]=[C:2]([NH:22][C:23]3[N:28]=[CH:27][CH:26]=[CH:25][N:24]=3)[CH:3]=2)[N:8]=1. The catalyst class is: 552. (10) Reactant: [Br:1][C:2]1[CH:7]=[CH:6][C:5]([C:8]2[O:9][C:10]3[C:11](=[C:13]([C:17]([OH:19])=O)[CH:14]=[CH:15][CH:16]=3)[N:12]=2)=[CH:4][CH:3]=1.O[N:21]1C2C=CC=CC=2N=N1.C(N=C=NCCCN(C)C)C.[OH-].[NH4+]. Product: [Br:1][C:2]1[CH:7]=[CH:6][C:5]([C:8]2[O:9][C:10]3[C:11](=[C:13]([C:17]([NH2:21])=[O:19])[CH:14]=[CH:15][CH:16]=3)[N:12]=2)=[CH:4][CH:3]=1. The catalyst class is: 35.